Dataset: Full USPTO retrosynthesis dataset with 1.9M reactions from patents (1976-2016). Task: Predict the reactants needed to synthesize the given product. Given the product [Cl:35][C:9]1[CH:10]=[C:11]2[N:16]=[C:15]([O:17][C@H:18]3[C@H:22]4[O:23][CH2:24][C@@H:25]([OH:26])[C@H:21]4[O:20][CH2:19]3)[N:14]([CH2:27][O:28][CH2:29][CH2:30][Si:31]([CH3:34])([CH3:33])[CH3:32])[C:12]2=[N:13][C:8]=1[C:5]1[CH:6]=[CH:7][C:2]([B:39]2[O:40][C:41]([CH3:43])([CH3:42])[C:37]([CH3:53])([CH3:36])[O:38]2)=[CH:3][CH:4]=1, predict the reactants needed to synthesize it. The reactants are: Br[C:2]1[CH:7]=[CH:6][C:5]([C:8]2[N:13]=[C:12]3[N:14]([CH2:27][O:28][CH2:29][CH2:30][Si:31]([CH3:34])([CH3:33])[CH3:32])[C:15]([O:17][C@H:18]4[C@H:22]5[O:23][CH2:24][C@@H:25]([OH:26])[C@H:21]5[O:20][CH2:19]4)=[N:16][C:11]3=[CH:10][C:9]=2[Cl:35])=[CH:4][CH:3]=1.[CH3:36][C:37]1([CH3:53])[C:41]([CH3:43])([CH3:42])[O:40][B:39]([B:39]2[O:40][C:41]([CH3:43])([CH3:42])[C:37]([CH3:53])([CH3:36])[O:38]2)[O:38]1.C([O-])(=O)C.[K+].